From a dataset of Forward reaction prediction with 1.9M reactions from USPTO patents (1976-2016). Predict the product of the given reaction. (1) Given the reactants [C:1]([NH:5][C:6]([NH:8][C:9]1([C:15]2[CH:20]=[CH:19][CH:18]=[C:17]([N+:21]([O-:23])=[O:22])[CH:16]=2)[CH2:11][CH:10]1[CH2:12][CH2:13]O)=[S:7])([CH3:4])([CH3:3])[CH3:2].C1(P(C2C=CC=CC=2)C2C=CC=CC=2)C=CC=CC=1.C(Br)(Br)(Br)Br.C([O-])(O)=O.[Na+], predict the reaction product. The product is: [C:1]([NH:5][C:6]1[S:7][CH2:13][CH2:12][CH:10]2[C:9]([C:15]3[CH:20]=[CH:19][CH:18]=[C:17]([N+:21]([O-:23])=[O:22])[CH:16]=3)([CH2:11]2)[N:8]=1)([CH3:4])([CH3:3])[CH3:2]. (2) Given the reactants [N:1]1[C:10]2[C:5](=[CH:6][C:7]([C:11]([OH:13])=O)=[CH:8][CH:9]=2)[CH:4]=[CH:3][CH:2]=1.C(Cl)(=O)C(Cl)=O.[CH3:20][C:21]1[C:22]([CH2:27][N:28]([CH2:35][C:36]2[C:41]([CH3:42])=[CH:40][CH:39]=[CH:38][N:37]=2)[CH:29]2[CH2:34][CH2:33][NH:32][CH2:31][CH2:30]2)=[N:23][CH:24]=[CH:25][CH:26]=1.CCN(C(C)C)C(C)C, predict the reaction product. The product is: [CH3:20][C:21]1[C:22]([CH2:27][N:28]([CH2:35][C:36]2[C:41]([CH3:42])=[CH:40][CH:39]=[CH:38][N:37]=2)[CH:29]2[CH2:34][CH2:33][N:32]([C:11]([C:7]3[CH:6]=[C:5]4[C:10](=[CH:9][CH:8]=3)[N:1]=[CH:2][CH:3]=[CH:4]4)=[O:13])[CH2:31][CH2:30]2)=[N:23][CH:24]=[CH:25][CH:26]=1. (3) Given the reactants [Cl:1][C:2]1[CH:11]=[CH:10][C:9]2[N:8]=[CH:7][C:6]3[N:12]=[CH:13][N:14]([C:15]4[CH:16]=[C:17]([CH:20]=[CH:21][CH:22]=4)[C:18]#[N:19])[C:5]=3[C:4]=2[CH:3]=1, predict the reaction product. The product is: [Cl:1][C:2]1[CH:11]=[CH:10][C:9]2[N:8]=[CH:7][C:6]3[N:12]=[CH:13][N:14]([C:15]4[CH:16]=[C:17]([CH:20]=[CH:21][CH:22]=4)[CH2:18][NH2:19])[C:5]=3[C:4]=2[CH:3]=1. (4) Given the reactants C([O:9][CH2:10][C:11]1[O:15][N:14]=[C:13]([CH3:16])[C:12]=1[C:17]1[CH:22]=[CH:21][CH:20]=[CH:19][C:18]=1[C:23](=[O:31])[C:24]1[CH:29]=[CH:28][C:27]([Cl:30])=[CH:26][CH:25]=1)(=O)C1C=CC=CC=1.C1COCC1.CO.O.[OH-].[Li+], predict the reaction product. The product is: [Cl:30][C:27]1[CH:28]=[CH:29][C:24]([C:23]([C:18]2[CH:19]=[CH:20][CH:21]=[CH:22][C:17]=2[C:12]2[C:13]([CH3:16])=[N:14][O:15][C:11]=2[CH2:10][OH:9])=[O:31])=[CH:25][CH:26]=1.